From a dataset of Peptide-MHC class I binding affinity with 185,985 pairs from IEDB/IMGT. Regression. Given a peptide amino acid sequence and an MHC pseudo amino acid sequence, predict their binding affinity value. This is MHC class I binding data. The peptide sequence is RTGTRLLGR. The MHC is HLA-A30:01 with pseudo-sequence HLA-A30:01. The binding affinity (normalized) is 0.132.